This data is from Reaction yield outcomes from USPTO patents with 853,638 reactions. The task is: Predict the reaction yield, written as a fraction of the theoretical maximum amount of product (1.0 means a 100% yield; for example, 0.34 means a 34% yield). (1) The product is [Cl-:9].[NH:12]1[CH:16]=[CH:15][CH:14]=[C:13]1[CH:4]=[N+:2]([CH3:3])[CH3:1]. The yield is 0.800. The reactants are [CH3:1][N:2]([CH:4]=O)[CH3:3].C(Cl)(=O)C([Cl:9])=O.[NH:12]1[CH:16]=[CH:15][CH:14]=[CH:13]1. The catalyst is C(Cl)Cl. (2) The reactants are Cl.[CH2:2]([O:4][C:5](=[O:8])[CH2:6][NH2:7])[CH3:3].[BH3-]C#N.[Na+].[CH:13](=O)[C:14]1[CH:19]=[CH:18][C:17]([O:20][CH3:21])=[CH:16][CH:15]=1. The catalyst is CO. The product is [CH2:2]([O:4][C:5](=[O:8])[CH2:6][NH:7][CH2:13][C:14]1[CH:19]=[CH:18][C:17]([O:20][CH3:21])=[CH:16][CH:15]=1)[CH3:3]. The yield is 0.490. (3) The reactants are [C:1]([O:5][C:6]([NH:8][CH:9]([C:15]([O:17][CH2:18][CH3:19])=[O:16])[C:10]([O:12][CH2:13][CH3:14])=[O:11])=[O:7])([CH3:4])([CH3:3])[CH3:2].C(=O)([O-])[O-].[K+].[K+].Br[CH2:27][C:28]([O:30][CH2:31][CH3:32])=[O:29].Cl. The catalyst is CN(C=O)C. The product is [C:1]([O:5][C:6]([NH:8][C:9]([C:10]([O:12][CH2:13][CH3:14])=[O:11])([CH2:27][C:28]([O:30][CH2:31][CH3:32])=[O:29])[C:15]([O:17][CH2:18][CH3:19])=[O:16])=[O:7])([CH3:4])([CH3:2])[CH3:3]. The yield is 0.790. (4) The reactants are I[C:2]1[CH:3]=[C:4]([C:20]([O:22]CC)=[O:21])[C:5](=[O:19])[N:6]([C:9]2[CH:14]=[CH:13][CH:12]=[C:11]([C:15]([F:18])([F:17])[F:16])[CH:10]=2)[C:7]=1[CH3:8].[CH:25]1(B(O)O)[CH2:27][CH2:26]1.P(C1CCCCC1)(C1CCCCC1)C1CCCCC1.[OH-].[Na+]. The catalyst is CCOC(C)=O.O.C1COCC1.C1(C)C=CC=CC=1. The product is [CH:25]1([C:2]2[CH:3]=[C:4]([C:20]([OH:22])=[O:21])[C:5](=[O:19])[N:6]([C:9]3[CH:14]=[CH:13][CH:12]=[C:11]([C:15]([F:17])([F:16])[F:18])[CH:10]=3)[C:7]=2[CH3:8])[CH2:27][CH2:26]1. The yield is 0.330. (5) The reactants are C([N:8]1[C:12]2([CH2:16][CH2:15][N:14]([C:17]3[CH:18]=[N:19][CH:20]=[C:21]([O:23][C:24]4[CH:29]=[CH:28][CH:27]=[CH:26][CH:25]=4)[CH:22]=3)[CH2:13]2)[CH2:11][CH2:10][CH2:9]1)C1C=CC=CC=1.Cl.[H][H]. The catalyst is C(O)C.[OH-].[OH-].[Pd+2]. The product is [O:23]([C:21]1[CH:22]=[C:17]([N:14]2[CH2:15][CH2:16][C:12]3([NH:8][CH2:9][CH2:10][CH2:11]3)[CH2:13]2)[CH:18]=[N:19][CH:20]=1)[C:24]1[CH:25]=[CH:26][CH:27]=[CH:28][CH:29]=1. The yield is 0.927. (6) The reactants are [CH3:1][O:2][C:3]1[CH:4]=[C:5]2[C:10](=[CH:11][C:12]=1[O:13][CH3:14])[N:9]=[CH:8][N:7]=[C:6]2[S:15][C:16]1[CH:17]=[C:18]([CH:20]=[CH:21][CH:22]=1)[NH2:19].[CH:23]([C:26]1[O:30][N:29]=[C:28]([NH:31][C:32](=O)[O:33]C2C=CC=CC=2)[CH:27]=1)([CH3:25])[CH3:24]. No catalyst specified. The product is [CH3:1][O:2][C:3]1[CH:4]=[C:5]2[C:10](=[CH:11][C:12]=1[O:13][CH3:14])[N:9]=[CH:8][N:7]=[C:6]2[S:15][C:16]1[CH:17]=[C:18]([NH:19][C:32]([NH:31][C:28]2[CH:27]=[C:26]([CH:23]([CH3:25])[CH3:24])[O:30][N:29]=2)=[O:33])[CH:20]=[CH:21][CH:22]=1. The yield is 0.690. (7) The reactants are [H-].[Na+].CN(C=O)C.[CH:8]([O:11][C:12]1[NH:16][N:15]=[C:14]([NH2:17])[CH:13]=1)([CH3:10])[CH3:9].[CH3:18][Si:19]([CH3:26])([CH3:25])[CH2:20][CH2:21][O:22][CH2:23]Cl. The catalyst is C(OCC)(=O)C. The product is [CH:8]([O:11][C:12]1[N:16]([CH2:23][O:22][CH2:21][CH2:20][Si:19]([CH3:26])([CH3:25])[CH3:18])[N:15]=[C:14]([NH2:17])[CH:13]=1)([CH3:10])[CH3:9]. The yield is 0.160. (8) The reactants are [F:1][C:2]([F:30])([F:29])[C:3]1[CH:28]=[CH:27][C:6]([O:7][CH2:8][C:9]2[NH:13][C:12]3[CH:14]=[CH:15][C:16]([C:18]4[CH:26]=[CH:25][CH:24]=[CH:23][C:19]=4[C:20](O)=[O:21])=[CH:17][C:11]=3[N:10]=2)=[CH:5][CH:4]=1.F[P-](F)(F)(F)(F)F.N1(O[P+](N(C)C)(N(C)C)N(C)C)C2C=CC=CC=2N=N1.CCN(C(C)C)C(C)C.[CH2:67]([CH2:69][NH2:70])[OH:68]. The catalyst is CN(C=O)C. The product is [OH:68][CH2:67][CH2:69][NH:70][C:20](=[O:21])[C:19]1[CH:23]=[CH:24][CH:25]=[CH:26][C:18]=1[C:16]1[CH:15]=[CH:14][C:12]2[NH:13][C:9]([CH2:8][O:7][C:6]3[CH:5]=[CH:4][C:3]([C:2]([F:1])([F:29])[F:30])=[CH:28][CH:27]=3)=[N:10][C:11]=2[CH:17]=1. The yield is 0.780.